From a dataset of Catalyst prediction with 721,799 reactions and 888 catalyst types from USPTO. Predict which catalyst facilitates the given reaction. (1) Reactant: [F:1][C:2]1[CH:7]=[CH:6][C:5]([NH:8][C:9]([C:11]2[N:15]([CH3:16])[CH:14]=[C:13]([C:17](=[O:21])[C:18]([OH:20])=O)[CH:12]=2)=[O:10])=[CH:4][C:3]=1[CH3:22].[C:23]([NH2:27])([CH3:26])([CH3:25])[CH3:24].C(N(CC)C(C)C)(C)C.F[P-](F)(F)(F)(F)F.N1(OC(N(C)C)=[N+](C)C)C2N=CC=CC=2N=N1. Product: [C:23]([NH:27][C:18](=[O:20])[C:17]([C:13]1[CH:12]=[C:11]([C:9]([NH:8][C:5]2[CH:6]=[CH:7][C:2]([F:1])=[C:3]([CH3:22])[CH:4]=2)=[O:10])[N:15]([CH3:16])[CH:14]=1)=[O:21])([CH3:26])([CH3:25])[CH3:24]. The catalyst class is: 3. (2) Reactant: [OH:1][C:2]1[C:7]([CH:8]=[O:9])=[CH:6][C:5]([O:10][CH3:11])=[N:4][CH:3]=1.Cl.Cl[CH2:14][C:15]1[CH:16]=[N:17][CH:18]=[C:19]([CH:24]=1)[C:20]([O:22][CH3:23])=[O:21].C([O-])([O-])=O.[K+].[K+].O. Product: [CH:8]([C:7]1[CH:6]=[C:5]([O:10][CH3:11])[N:4]=[CH:3][C:2]=1[O:1][CH2:14][C:15]1[CH:16]=[N:17][CH:18]=[C:19]([CH:24]=1)[C:20]([O:22][CH3:23])=[O:21])=[O:9]. The catalyst class is: 3. (3) Reactant: [CH3:1][C:2]1[N:3]=[CH:4][N:5]([C:7]2[CH:12]=[CH:11][N:10]=[C:9]([NH2:13])[C:8]=2[N+:14]([O-])=O)[CH:6]=1.C(Cl)Cl. Product: [CH3:1][C:2]1[N:3]=[CH:4][N:5]([C:7]2[CH:12]=[CH:11][N:10]=[C:9]([NH2:13])[C:8]=2[NH2:14])[CH:6]=1. The catalyst class is: 19. (4) Reactant: [OH:1][CH2:2][CH2:3][CH2:4][CH2:5][C:6]1[C:14]2[C:9](=[CH:10][CH:11]=[C:12]([C:15]#[N:16])[CH:13]=2)[NH:8][CH:7]=1.[S:17](Cl)([C:20]1[CH:26]=[CH:25][C:23]([CH3:24])=[CH:22][CH:21]=1)(=[O:19])=[O:18]. Product: [CH3:24][C:23]1[CH:25]=[CH:26][C:20]([S:17]([O:1][CH2:2][CH2:3][CH2:4][CH2:5][C:6]2[C:14]3[C:9](=[CH:10][CH:11]=[C:12]([C:15]#[N:16])[CH:13]=3)[NH:8][CH:7]=2)(=[O:19])=[O:18])=[CH:21][CH:22]=1. The catalyst class is: 2. (5) Reactant: [CH:1]([N:4]1[C:8]([C:9]2[N:10]=[C:11]3[C:17]4[CH:18]=[CH:19][C:20]([C:22]5[CH:23]=[N:24][N:25]([C:27]([CH3:32])([CH3:31])[C:28](O)=[O:29])[CH:26]=5)=[CH:21][C:16]=4[O:15][CH2:14][CH2:13][N:12]3[CH:33]=2)=[N:7][C:6]([CH3:34])=[N:5]1)([CH3:3])[CH3:2].[NH4+].[Cl-].CC[N:39](C(C)C)C(C)C.F[P-](F)(F)(F)(F)F.C[N+](C)=C(N(C)C)ON1C2N=CC=CC=2N=N1.C(=O)(O)[O-].[Na+]. Product: [CH:1]([N:4]1[C:8]([C:9]2[N:10]=[C:11]3[C:17]4[CH:18]=[CH:19][C:20]([C:22]5[CH:23]=[N:24][N:25]([C:27]([CH3:32])([CH3:31])[C:28]([NH2:39])=[O:29])[CH:26]=5)=[CH:21][C:16]=4[O:15][CH2:14][CH2:13][N:12]3[CH:33]=2)=[N:7][C:6]([CH3:34])=[N:5]1)([CH3:2])[CH3:3]. The catalyst class is: 3. (6) Reactant: [CH2:1]([O:5][C:6]([NH:8][C@@H:9]([C:13]([CH3:16])([CH3:15])[CH3:14])[C:10]([OH:12])=O)=[O:7])[CH2:2][CH:3]=[CH2:4].CCN(C(C)C)C(C)C.CN(C(ON1N=NC2C=CC=NC1=2)=[N+](C)C)C.F[P-](F)(F)(F)(F)F.[CH3:50][O:51][C@:52]1([C:61]2[CH:62]=[C:63]([C:67]3[CH:72]=[CH:71][CH:70]=[C:69]([CH:73]=[CH2:74])[CH:68]=3)[CH:64]=[CH:65][CH:66]=2)[CH2:56][NH:55][C@H:54]([C:57]([O:59][CH3:60])=[O:58])[CH2:53]1. Product: [CH2:1]([O:5][C:6]([NH:8][C@@H:9]([C:13]([CH3:16])([CH3:15])[CH3:14])[C:10]([N:55]1[CH2:56][C@:52]([O:51][CH3:50])([C:61]2[CH:62]=[C:63]([C:67]3[CH:72]=[CH:71][CH:70]=[C:69]([CH:73]=[CH2:74])[CH:68]=3)[CH:64]=[CH:65][CH:66]=2)[CH2:53][C@H:54]1[C:57]([O:59][CH3:60])=[O:58])=[O:12])=[O:7])[CH2:2][CH:3]=[CH2:4]. The catalyst class is: 2. (7) Reactant: [CH2:1]([C:3]([F:31])([CH2:29][CH3:30])[CH2:4][N:5]1[CH2:10][CH2:9][CH:8]([CH2:11][O:12][C:13]2[CH:14]=[CH:15][C:16]([C:19]3[CH:27]=[CH:26][C:22]([C:23]([OH:25])=O)=[C:21]([F:28])[CH:20]=3)=[N:17][CH:18]=2)[CH2:7][CH2:6]1)[CH3:2].C(Cl)CCl.C1C=CC2N(O)N=NC=2C=1.CCN(C(C)C)C(C)C.[NH:55]1[CH2:59][CH2:58][CH2:57][C@H:56]1[C:60]([NH2:62])=[O:61]. Product: [CH2:1]([C:3]([F:31])([CH2:29][CH3:30])[CH2:4][N:5]1[CH2:10][CH2:9][CH:8]([CH2:11][O:12][C:13]2[CH:14]=[CH:15][C:16]([C:19]3[CH:27]=[CH:26][C:22]([C:23]([N:55]4[CH2:59][CH2:58][CH2:57][C@H:56]4[C:60]([NH2:62])=[O:61])=[O:25])=[C:21]([F:28])[CH:20]=3)=[N:17][CH:18]=2)[CH2:7][CH2:6]1)[CH3:2]. The catalyst class is: 34.